Dataset: Reaction yield outcomes from USPTO patents with 853,638 reactions. Task: Predict the reaction yield, written as a fraction of the theoretical maximum amount of product (1.0 means a 100% yield; for example, 0.34 means a 34% yield). The reactants are [Cl:1][C:2]1[CH:3]=[CH:4][C:5]([O:15][CH2:16][C:17]2[CH:22]=[CH:21][CH:20]=[C:19]([F:23])[C:18]=2[F:24])=[C:6]([C:8](=O)[CH2:9][CH2:10][C:11](=O)[CH3:12])[CH:7]=1.[NH2:25][C:26]1[CH:27]=[C:28]([C:32]([Cl:35])=[CH:33][CH:34]=1)[C:29]([OH:31])=[O:30].CC1C=CC(S(O)(=O)=O)=CC=1. The catalyst is C(#N)C.C(Cl)Cl. The product is [Cl:1][C:2]1[CH:3]=[CH:4][C:5]([O:15][CH2:16][C:17]2[CH:22]=[CH:21][CH:20]=[C:19]([F:23])[C:18]=2[F:24])=[C:6]([C:8]2[N:25]([C:26]3[CH:27]=[C:28]([C:32]([Cl:35])=[CH:33][CH:34]=3)[C:29]([OH:31])=[O:30])[C:11]([CH3:12])=[CH:10][CH:9]=2)[CH:7]=1. The yield is 0.530.